This data is from Reaction yield outcomes from USPTO patents with 853,638 reactions. The task is: Predict the reaction yield, written as a fraction of the theoretical maximum amount of product (1.0 means a 100% yield; for example, 0.34 means a 34% yield). (1) The reactants are [NH2:1][C:2]1[CH:10]=[C:9]([O:11][CH3:12])[C:8]([O:13][CH3:14])=[CH:7][C:3]=1[C:4]([NH2:6])=[O:5].[OH:15][CH2:16][CH2:17][N:18]([C:22]1[CH:29]=[CH:28][C:25]([CH:26]=O)=[CH:24][CH:23]=1)[CH2:19][CH2:20][OH:21].COC1C=C(OC)C=C2C=1C(=O)NC(C1C=CC=CN=1)=N2. The product is [OH:15][CH2:16][CH2:17][N:18]([CH2:19][CH2:20][OH:21])[C:22]1[CH:29]=[CH:28][C:25]([C:26]2[NH:6][C:4](=[O:5])[C:3]3[C:2](=[CH:10][C:9]([O:11][CH3:12])=[C:8]([O:13][CH3:14])[CH:7]=3)[N:1]=2)=[CH:24][CH:23]=1. The yield is 0.240. No catalyst specified. (2) The reactants are [CH2:1]([N:3]([CH2:14][CH3:15])[C:4]([CH:6]1[CH2:11][CH2:10][CH2:9][CH:8](Br)[C:7]1=O)=[O:5])[CH3:2].[F:16][CH2:17][CH2:18][NH:19][C:20]1[CH:25]=[CH:24][CH:23]=[C:22]([F:26])[CH:21]=1. The catalyst is CC(O)C.[Cl-].[Zn+2].[Cl-]. The product is [CH2:1]([N:3]([CH2:14][CH3:15])[C:4]([CH:6]1[C:7]2[C:25]3[C:20](=[CH:21][C:22]([F:26])=[CH:23][CH:24]=3)[N:19]([CH2:18][CH2:17][F:16])[C:8]=2[CH2:9][CH2:10][CH2:11]1)=[O:5])[CH3:2].[CH2:1]([N:3]([CH2:14][CH3:15])[C:4]([CH:6]1[C:7]2[C:21]3[C:20](=[CH:25][CH:24]=[CH:23][C:22]=3[F:26])[N:19]([CH2:18][CH2:17][F:16])[C:8]=2[CH2:9][CH2:10][CH2:11]1)=[O:5])[CH3:2]. The yield is 0.0600. (3) The reactants are C1C([N+]([O-])=O)=CC=C([Cl-][C:11]([O-])=[O:12])C=1.C(N(CC)CC)C.[OH:21][CH2:22][C@H:23]([NH:30][C:31](=[O:36])[CH2:32][CH2:33][CH:34]=[CH2:35])[C:24]1[CH:29]=[CH:28][CH:27]=[CH:26][CH:25]=1.[Cl:37][C:38]1[CH:48]=[CH:47][C:41]([CH2:42][NH:43][CH2:44][CH:45]=[CH2:46])=[CH:40][CH:39]=1. The catalyst is C(Cl)Cl. The product is [CH2:44]([N:43]([CH2:42][C:41]1[CH:40]=[CH:39][C:38]([Cl:37])=[CH:48][CH:47]=1)[C:11](=[O:12])[O:21][CH2:22][C@H:23]([NH:30][C:31](=[O:36])[CH2:32][CH2:33][CH:34]=[CH2:35])[C:24]1[CH:29]=[CH:28][CH:27]=[CH:26][CH:25]=1)[CH:45]=[CH2:46]. The yield is 0.180. (4) The reactants are FC(F)(F)C([NH:5][C:6]1[CH:10]=[C:9]([CH2:11][C:12]([NH:14][C:15]2[CH:20]=[CH:19][CH:18]=[C:17]([F:21])[CH:16]=2)=[O:13])[NH:8][N:7]=1)=O.C(=O)([O-])O.[Na+]. The catalyst is CO.Cl. The product is [NH2:5][C:6]1[CH:10]=[C:9]([CH2:11][C:12]([NH:14][C:15]2[CH:20]=[CH:19][CH:18]=[C:17]([F:21])[CH:16]=2)=[O:13])[NH:8][N:7]=1. The yield is 0.480. (5) The reactants are [H-].[Na+].[CH3:3][O:4][C:5]1[CH:6]=[CH:7][C:8]([CH2:11][OH:12])=[CH:9][CH:10]=1.C1OCCOCCOCCOCC[O:15][CH2:14]1.[Cl:28][C:29]1[CH:38]=[C:37](Cl)[C:36]2[C:31](=[C:32]([Cl:42])[C:33]([O:40][CH3:41])=[CH:34][CH:35]=2)[N:30]=1.[NH4+].[Cl-]. The catalyst is CN(C=O)C.C(OCC)(=O)C.O. The product is [CH3:3][O:4][C:5]1[CH:10]=[CH:9][C:8]([CH2:11][O:12][C:37]2[C:36]3[C:31](=[C:32]([Cl:42])[C:33]([O:40][CH3:41])=[CH:34][CH:35]=3)[NH:30][C:29]([Cl:28])([CH:14]=[O:15])[CH:38]=2)=[CH:7][CH:6]=1. The yield is 0.560. (6) The catalyst is CC#N. The yield is 0.739. The reactants are [CH:1]12[O:9][CH:5]([CH2:6][NH:7][CH2:8]1)[CH2:4][N:3]([CH2:10][CH2:11][CH2:12][NH:13][C:14]1[CH:21]=[CH:20][C:17]([C:18]#[N:19])=[CH:16][CH:15]=1)[CH2:2]2.C([O-])([O-])=O.[K+].[K+].Cl[CH2:29][C:30](=[O:35])[C:31]([CH3:34])([CH3:33])[CH3:32].C(Cl)Cl. The product is [CH3:32][C:31]([CH3:34])([CH3:33])[C:30](=[O:35])[CH2:29][N:7]1[CH2:8][CH:1]2[O:9][CH:5]([CH2:4][N:3]([CH2:10][CH2:11][CH2:12][NH:13][C:14]3[CH:21]=[CH:20][C:17]([C:18]#[N:19])=[CH:16][CH:15]=3)[CH2:2]2)[CH2:6]1. (7) The reactants are [CH2:1]([C:5]1[N:6]=[C:7]([CH3:27])[NH:8][C:9](=[O:26])[C:10]=1[CH2:11][C:12]1[CH:17]=[CH:16][C:15]([C:18]2[C:19]([C:24]#[N:25])=[CH:20][CH:21]=[CH:22][CH:23]=2)=[CH:14][CH:13]=1)[CH2:2][CH2:3][CH3:4].[O:28]1[C:32]2[CH:33]=[C:34](B(O)O)[CH:35]=[CH:36][C:31]=2[CH2:30][CH2:29]1.C([N:42](CC)CC)C.N1C=CC=CC=1.[C:53]([O:56]CC)(=[O:55])C. The catalyst is C(Cl)Cl.C([O-])(=O)C.[Cu+2].C([O-])(=O)C. The product is [CH2:1]([C:5]1[N:6]=[C:7]([CH3:27])[N:8]([C:34]2[CH:35]=[CH:36][C:31]3[CH2:30][CH2:29][O:28][C:32]=3[CH:33]=2)[C:9](=[O:26])[C:10]=1[CH2:11][C:12]1[CH:17]=[CH:16][C:15]([C:18]2[CH:23]=[CH:22][CH:21]=[CH:20][C:19]=2[C:24]2[NH:42][C:53](=[O:55])[O:56][N:25]=2)=[CH:14][CH:13]=1)[CH2:2][CH2:3][CH3:4]. The yield is 0.830.